This data is from Full USPTO retrosynthesis dataset with 1.9M reactions from patents (1976-2016). The task is: Predict the reactants needed to synthesize the given product. Given the product [Br:22][C:6]1[CH:5]=[C:4]2[C:9](=[N:8][CH:7]=1)[NH:1][CH2:2][CH2:3]2, predict the reactants needed to synthesize it. The reactants are: [NH:1]1[C:9]2[C:4](=[CH:5][CH:6]=[CH:7][N:8]=2)[CH2:3][CH2:2]1.O.C1(C)C=CC(S(O)(=O)=O)=CC=1.[Br:22]N1C(C)(C)C(=O)N(Br)C1=O.